Dataset: Full USPTO retrosynthesis dataset with 1.9M reactions from patents (1976-2016). Task: Predict the reactants needed to synthesize the given product. Given the product [N:1]([CH2:4][CH2:5][CH2:6][C:7]1([C:20]2[CH:25]=[CH:24][CH:23]=[CH:22][CH:21]=2)[N:11]([C:26]([N:28]2[CH:32]=[CH:31][N:30]=[CH:29]2)=[O:27])[N:10]=[C:9]([C:12]2[CH:17]=[C:16]([F:18])[CH:15]=[CH:14][C:13]=2[F:19])[S:8]1)=[N+:2]=[N-:3], predict the reactants needed to synthesize it. The reactants are: [N:1]([CH2:4][CH2:5][CH2:6][C:7]1([C:20]2[CH:25]=[CH:24][CH:23]=[CH:22][CH:21]=2)[NH:11][N:10]=[C:9]([C:12]2[CH:17]=[C:16]([F:18])[CH:15]=[CH:14][C:13]=2[F:19])[S:8]1)=[N+:2]=[N-:3].[C:26](N1C=CN=C1)([N:28]1[CH:32]=[CH:31][N:30]=[CH:29]1)=[O:27].